Predict the product of the given reaction. From a dataset of Forward reaction prediction with 1.9M reactions from USPTO patents (1976-2016). (1) Given the reactants CC1C=CC(S([C:11]2[N:15]3[CH:16]=[CH:17][N:18]=[C:14]3[S:13][N:12]=2)(=O)=O)=CC=1.[NH2:19][CH2:20][CH2:21][CH2:22][CH2:23][CH2:24][CH2:25][NH:26][S:27]([C:30]1[C:39]2[C:34](=[CH:35][CH:36]=[CH:37][CH:38]=2)[CH:33]=[CH:32][CH:31]=1)(=[O:29])=[O:28].C(N(CC)CC)C, predict the reaction product. The product is: [S:13]1[C:14]2=[N:18][CH:17]=[CH:16][N:15]2[C:11]([NH:19][CH2:20][CH2:21][CH2:22][CH2:23][CH2:24][CH2:25][NH:26][S:27]([C:30]2[C:39]3[C:34](=[CH:35][CH:36]=[CH:37][CH:38]=3)[CH:33]=[CH:32][CH:31]=2)(=[O:29])=[O:28])=[N:12]1. (2) Given the reactants Br[C:2]1[CH:3]=[N:4][CH:5]=[C:6]2[C:11]=1[N:10]=[C:9]([C:12]([NH:14][CH2:15][C:16]1[CH:21]=[CH:20][C:19]([S:22]([CH3:25])(=[O:24])=[O:23])=[CH:18][CH:17]=1)=[O:13])[CH:8]=[CH:7]2.[F:26][C:27]1[CH:28]=[C:29](B(O)O)[CH:30]=[CH:31][CH:32]=1.C(=O)([O-])[O-].[Cs+].[Cs+], predict the reaction product. The product is: [F:26][C:27]1[CH:32]=[C:31]([C:2]2[CH:3]=[N:4][CH:5]=[C:6]3[C:11]=2[N:10]=[C:9]([C:12]([NH:14][CH2:15][C:16]2[CH:21]=[CH:20][C:19]([S:22]([CH3:25])(=[O:24])=[O:23])=[CH:18][CH:17]=2)=[O:13])[CH:8]=[CH:7]3)[CH:30]=[CH:29][CH:28]=1.